This data is from Forward reaction prediction with 1.9M reactions from USPTO patents (1976-2016). The task is: Predict the product of the given reaction. (1) Given the reactants [Cl:1][C:2]1[C:7]([CH2:8][NH:9][C:10](=[O:15])[C:11]([CH3:14])([CH3:13])[CH3:12])=[CH:6][CH:5]=[C:4]([Cl:16])[C:3]=1[NH:17][C:18]1[NH:22][C:21]2[CH:23]=[C:24]([O:30][CH2:31][CH:32]([F:34])[F:33])[C:25]([C:27]([OH:29])=O)=[CH:26][C:20]=2[N:19]=1.[Br:35][C:36]1[CH:42]=[CH:41][C:39]([NH2:40])=[CH:38][CH:37]=1.C1COCC1, predict the reaction product. The product is: [Br:35][C:36]1[CH:42]=[CH:41][C:39]([NH:40][C:27]([C:25]2[C:24]([O:30][CH2:31][CH:32]([F:33])[F:34])=[CH:23][C:21]3[NH:22][C:18]([NH:17][C:3]4[C:4]([Cl:16])=[CH:5][CH:6]=[C:7]([CH2:8][NH:9][C:10](=[O:15])[C:11]([CH3:13])([CH3:12])[CH3:14])[C:2]=4[Cl:1])=[N:19][C:20]=3[CH:26]=2)=[O:29])=[CH:38][CH:37]=1. (2) The product is: [C:27]1([C:24]2[CH:25]=[C:26]3[C:21](=[C:22]([CH2:33][OH:34])[CH:23]=2)[NH:20][CH:19]=[C:18]3[CH:17]2[CH2:16][CH2:15][NH:14][CH2:13]2)[CH:28]=[CH:29][CH:30]=[CH:31][CH:32]=1. Given the reactants [H-].[H-].[H-].[H-].[Li+].[Al+3].C1COCC1.O=[C:13]1[CH:17]([C:18]2[C:26]3[C:21](=[C:22]([C:33](OC)=[O:34])[CH:23]=[C:24]([C:27]4[CH:32]=[CH:31][CH:30]=[CH:29][CH:28]=4)[CH:25]=3)[NH:20][CH:19]=2)[CH2:16][C:15](=O)[NH:14]1.O, predict the reaction product. (3) The product is: [F:61][C:56]1[CH:57]=[CH:58][CH:59]=[C:60]2[C:55]=1[CH:54]=[CH:53][N:52]2[NH:51][C:14]([C:11]1[CH:12]=[N:13][C:8]([C:4]2[CH:5]=[CH:6][CH:7]=[C:2]([F:1])[CH:3]=2)=[N:9][CH:10]=1)=[O:16]. Given the reactants [F:1][C:2]1[CH:3]=[C:4]([C:8]2[N:13]=[CH:12][C:11]([C:14]([OH:16])=O)=[CH:10][N:9]=2)[CH:5]=[CH:6][CH:7]=1.CN(C(ON1N=NC2C=CC=NC1=2)=[N+](C)C)C.F[P-](F)(F)(F)(F)F.OC1C=CC2NN=NC=2N=1.[NH2:51][N:52]1[C:60]2[C:55](=[C:56]([F:61])[CH:57]=[CH:58][CH:59]=2)[CH:54]=[CH:53]1.CCN(C(C)C)C(C)C, predict the reaction product. (4) Given the reactants Br[C:2]1[C:3]2[C:4]3[CH:17]=[CH:16][S:15][C:5]=3[C:6](=[O:14])[NH:7][C:8]=2[CH:9]=[CH:10][C:11]=1[O:12][CH3:13].[C:18]([NH:22][S:23]([C:26]1[CH:31]=[CH:30][C:29](B(O)O)=[CH:28][CH:27]=1)(=[O:25])=[O:24])([CH3:21])([CH3:20])[CH3:19], predict the reaction product. The product is: [C:18]([NH:22][S:23]([C:26]1[CH:31]=[CH:30][C:29]([C:2]2[C:3]3[C:4]4[CH:17]=[CH:16][S:15][C:5]=4[C:6](=[O:14])[NH:7][C:8]=3[CH:9]=[CH:10][C:11]=2[O:12][CH3:13])=[CH:28][CH:27]=1)(=[O:25])=[O:24])([CH3:21])([CH3:19])[CH3:20]. (5) Given the reactants FC(F)(F)C(O)=O.[NH2:8][C@H:9]1[CH2:14][CH2:13][C@H:12]([C:15]#[N:16])[CH2:11][CH2:10]1.[C:17]1([S:23]([N:26]2[C:30]3=[N:31][CH:32]=[C:33]([N+:36]([O-:38])=[O:37])[C:34](Cl)=[C:29]3[CH:28]=[CH:27]2)(=[O:25])=[O:24])[CH:22]=[CH:21][CH:20]=[CH:19][CH:18]=1.C(N(C(C)C)CC)(C)C, predict the reaction product. The product is: [C:17]1([S:23]([N:26]2[C:30]3=[N:31][CH:32]=[C:33]([N+:36]([O-:38])=[O:37])[C:34]([NH:8][C@H:9]4[CH2:14][CH2:13][C@H:12]([C:15]#[N:16])[CH2:11][CH2:10]4)=[C:29]3[CH:28]=[CH:27]2)(=[O:24])=[O:25])[CH:18]=[CH:19][CH:20]=[CH:21][CH:22]=1. (6) Given the reactants [NH2:1][C:2]1[CH:7]=[CH:6][CH:5]=[CH:4][C:3]=1[NH:8][C:9](=[O:17])[C:10]1[CH:15]=[CH:14][C:13](Cl)=[N:12][CH:11]=1.[NH2:18][CH2:19][CH2:20][CH2:21][CH2:22][CH2:23][CH2:24][NH2:25], predict the reaction product. The product is: [NH2:1][C:2]1[CH:7]=[CH:6][CH:5]=[CH:4][C:3]=1[NH:8][C:9](=[O:17])[C:10]1[CH:15]=[CH:14][C:13]([NH:18][CH2:19][CH2:20][CH2:21][CH2:22][CH2:23][CH2:24][NH2:25])=[N:12][CH:11]=1. (7) The product is: [CH2:15]([S:14][C:10]([O:11][CH2:12][O:7][C:6]([CH:1]1[CH2:5][CH2:4][CH2:3][CH2:2]1)=[O:8])=[O:17])[CH3:16]. Given the reactants [CH:1]1([C:6]([OH:8])=[O:7])[CH2:5][CH2:4][CH2:3][CH2:2]1.O.[C:10](=[O:17])([S:14][CH2:15][CH3:16])[O:11][CH2:12]I, predict the reaction product. (8) The product is: [CH3:21][O:22][C:23]([C:25]1[C:26]([C:31]2[CH:36]=[CH:35][CH:34]=[C:33]([CH2:37][NH:38][C:3](=[O:5])[CH:2]([NH:13][C:14]([O:16][C:17]([CH3:18])([CH3:19])[CH3:20])=[O:15])[CH3:1])[CH:32]=2)=[CH:27][CH:28]=[CH:29][CH:30]=1)=[O:24]. Given the reactants [CH3:1][C@H:2]([NH:13][C:14]([O:16][C:17]([CH3:20])([CH3:19])[CH3:18])=[O:15])[C:3]([O:5]N1C(=O)CCC1=O)=O.[CH3:21][O:22][C:23]([C:25]1[C:26]([C:31]2[CH:36]=[CH:35][CH:34]=[C:33]([CH2:37][NH2:38])[CH:32]=2)=[CH:27][CH:28]=[CH:29][CH:30]=1)=[O:24].C(N(CC)CC)C, predict the reaction product. (9) The product is: [CH3:23][N:24]([CH2:1][CH:3]1[CH2:8][CH2:7][N:6]([C:9]2[CH:14]=[CH:13][C:12]([NH:15][C:16](=[O:22])[O:17][C:18]([CH3:21])([CH3:20])[CH3:19])=[CH:11][CH:10]=2)[CH2:5][CH2:4]1)[CH3:25]. Given the reactants [CH:1]([CH:3]1[CH2:8][CH2:7][N:6]([C:9]2[CH:14]=[CH:13][C:12]([NH:15][C:16](=[O:22])[O:17][C:18]([CH3:21])([CH3:20])[CH3:19])=[CH:11][CH:10]=2)[CH2:5][CH2:4]1)=O.[CH3:23][NH:24][CH3:25].C([BH3-])#N.[Na+], predict the reaction product. (10) Given the reactants [Br:1][C:2]1[CH:3]=[CH:4][C:5]([F:19])=[C:6]([C:8]2([CH2:13][C:14]([O:16]CC)=O)[O:12][CH2:11][CH2:10][O:9]2)[CH:7]=1.[CH3:20][CH2:21][Mg]Br, predict the reaction product. The product is: [Br:1][C:2]1[CH:3]=[CH:4][C:5]([F:19])=[C:6]([C:8]2([CH2:13][C:14]3([OH:16])[CH2:21][CH2:20]3)[O:9][CH2:10][CH2:11][O:12]2)[CH:7]=1.